Predict which catalyst facilitates the given reaction. From a dataset of Catalyst prediction with 721,799 reactions and 888 catalyst types from USPTO. (1) Reactant: Cl[CH2:2][C:3]1[C:11]2[C:6](=[CH:7][N:8]=[C:9]([C:12]([O:14][CH3:15])=[O:13])[CH:10]=2)[N:5]([CH2:16][C:17]2[CH:22]=[CH:21][C:20]([F:23])=[CH:19][C:18]=2[F:24])[CH:4]=1.[CH3:25][O:26][CH2:27][CH2:28][O:29][CH2:30][CH2:31][OH:32].CCN(C(C)C)C(C)C. Product: [F:24][C:18]1[CH:19]=[C:20]([F:23])[CH:21]=[CH:22][C:17]=1[CH2:16][N:5]1[C:6]2=[CH:7][N:8]=[C:9]([C:12]([O:14][CH3:15])=[O:13])[CH:10]=[C:11]2[C:3]([CH2:2][O:32][CH2:31][CH2:30][O:29][CH2:28][CH2:27][O:26][CH3:25])=[CH:4]1.[CH3:25][O:26][CH2:27][CH2:28][O:29][CH2:30][CH2:31][OH:32]. The catalyst class is: 3. (2) Reactant: [N+:1]([C:4]1[CH:5]=[CH:6][C:7]2[C:16]3[C:11](=[N:12][CH:13]=[CH:14][CH:15]=3)[O:10][C:9](=[O:17])[C:8]=2[CH:18]=1)([O-])=O. Product: [NH2:1][C:4]1[CH:5]=[CH:6][C:7]2[C:16]3[C:11](=[N:12][CH:13]=[CH:14][CH:15]=3)[O:10][C:9](=[O:17])[C:8]=2[CH:18]=1. The catalyst class is: 19.